Dataset: Peptide-MHC class II binding affinity with 134,281 pairs from IEDB. Task: Regression. Given a peptide amino acid sequence and an MHC pseudo amino acid sequence, predict their binding affinity value. This is MHC class II binding data. (1) The peptide sequence is AYSDDKSMKVTVAFN. The MHC is HLA-DQA10501-DQB10201 with pseudo-sequence HLA-DQA10501-DQB10201. The binding affinity (normalized) is 0.0730. (2) The peptide sequence is LGFVFTLTVPSERGHHHHHH. The MHC is DRB1_0101 with pseudo-sequence DRB1_0101. The binding affinity (normalized) is 0.659.